This data is from Forward reaction prediction with 1.9M reactions from USPTO patents (1976-2016). The task is: Predict the product of the given reaction. Given the reactants [NH2:1][C:2]1[N:10]=[CH:9][N:8]=[C:7]2[C:3]=1[N:4]=[C:5]([S:19][C:20]1[CH:25]=[C:24]([O:26][CH3:27])[CH:23]=[CH:22][C:21]=1[I:28])[N:6]2[CH2:11][CH2:12][CH2:13]OS(C)(=O)=O.[C:29]([NH2:33])([CH3:32])([CH3:31])[CH3:30], predict the reaction product. The product is: [C:29]([NH:33][CH2:13][CH2:12][CH2:11][N:6]1[C:5]([S:19][C:20]2[CH:25]=[C:24]([O:26][CH3:27])[CH:23]=[CH:22][C:21]=2[I:28])=[N:4][C:3]2[C:7]1=[N:8][CH:9]=[N:10][C:2]=2[NH2:1])([CH3:32])([CH3:31])[CH3:30].